This data is from Full USPTO retrosynthesis dataset with 1.9M reactions from patents (1976-2016). The task is: Predict the reactants needed to synthesize the given product. (1) Given the product [NH2:15][C:12]1[CH:11]=[CH:10][C:9]([O:8][C:7]2[C:6]([Br:18])=[CH:5][C:4]([CH2:19][CH2:20][C:21]([O:23][CH3:24])=[O:22])=[CH:3][C:2]=2[Br:1])=[CH:14][CH:13]=1, predict the reactants needed to synthesize it. The reactants are: [Br:1][C:2]1[CH:3]=[C:4]([CH2:19][CH2:20][C:21]([O:23][CH3:24])=[O:22])[CH:5]=[C:6]([Br:18])[C:7]=1[O:8][C:9]1[CH:14]=[CH:13][C:12]([N+:15]([O-])=O)=[CH:11][CH:10]=1. (2) Given the product [Cl:13][C:11]1[CH:10]=[CH:9][C:3]([C:4]([O:6][CH2:7][CH3:8])=[O:5])=[C:2]([NH:20][CH:14]2[CH2:19][CH2:18][CH2:17][CH2:16][CH2:15]2)[N:12]=1, predict the reactants needed to synthesize it. The reactants are: Cl[C:2]1[N:12]=[C:11]([Cl:13])[CH:10]=[CH:9][C:3]=1[C:4]([O:6][CH2:7][CH3:8])=[O:5].[CH:14]1([NH2:20])[CH2:19][CH2:18][CH2:17][CH2:16][CH2:15]1.C(=O)([O-])[O-].[K+].[K+]. (3) Given the product [Br:23][CH2:13][C:14]1[C:19]([N+:20]([O-:22])=[O:21])=[CH:18][CH:17]=[CH:16][N:15]=1, predict the reactants needed to synthesize it. The reactants are: N(C(C)(C)C#N)=NC(C)(C)C#N.[CH3:13][C:14]1[C:19]([N+:20]([O-:22])=[O:21])=[CH:18][CH:17]=[CH:16][N:15]=1.[Br:23]N1C(=O)CCC1=O. (4) Given the product [CH2:1]([CH:8]1[CH2:13][N:12]([CH3:15])[CH2:11][CH2:10][N:9]1[C:23]([O:24][C:25]([CH3:28])([CH3:27])[CH3:26])=[O:29])[C:2]1[CH:7]=[CH:6][CH:5]=[CH:4][CH:3]=1, predict the reactants needed to synthesize it. The reactants are: [CH2:1]([CH:8]1[C:13](=O)[N:12]([CH3:15])[CH2:11][C:10](=O)[NH:9]1)[C:2]1[CH:7]=[CH:6][CH:5]=[CH:4][CH:3]=1.[H-].[Al+3].[Li+].[H-].[H-].[H-].[C:23](=O)([O:29]C(C)(C)C)[O:24][C:25]([CH3:28])([CH3:27])[CH3:26]. (5) Given the product [CH2:1]([C@@H:3]1[CH2:24][O:23][C:6]2=[C:7]3[C:12](=[CH:13][CH:14]=[C:5]2[N:4]1[CH2:33][C:32](=[CH2:31])[CH3:34])[N:11]=[C:10]([O:15][CH:16]([CH3:18])[CH3:17])[CH:9]=[C:8]3[C:19]([F:21])([F:22])[F:20])[CH3:2], predict the reactants needed to synthesize it. The reactants are: [CH2:1]([C@@H:3]1[CH2:24][O:23][C:6]2=[C:7]3[C:12](=[CH:13][CH:14]=[C:5]2[NH:4]1)[N:11]=[C:10]([O:15][CH:16]([CH3:18])[CH3:17])[CH:9]=[C:8]3[C:19]([F:22])([F:21])[F:20])[CH3:2].C([O-])([O-])=O.[K+].[K+].[CH2:31](Br)[C:32](=[CH2:34])[CH3:33].O.